Dataset: Forward reaction prediction with 1.9M reactions from USPTO patents (1976-2016). Task: Predict the product of the given reaction. (1) Given the reactants [Br:1][C:2]1[CH:3]=[C:4]([O:19][CH3:20])[C:5]2[C:6]3[N:14]=[C:13](Cl)[N:12]=[C:11]([O:16][CH2:17][CH3:18])[C:7]=3[NH:8][C:9]=2[CH:10]=1.[NH:21]1[CH2:26][CH2:25][NH:24][CH2:23][CH2:22]1, predict the reaction product. The product is: [Br:1][C:2]1[CH:3]=[C:4]([O:19][CH3:20])[C:5]2[C:6]3[N:14]=[C:13]([N:21]4[CH2:26][CH2:25][NH:24][CH2:23][CH2:22]4)[N:12]=[C:11]([O:16][CH2:17][CH3:18])[C:7]=3[NH:8][C:9]=2[CH:10]=1. (2) Given the reactants [CH:1]([C:4]1[CH:9]=[CH:8][CH:7]=[CH:6][C:5]=1[N:10]=[C:11]1[N:16]=[CH:15][C:14]([CH3:18])([CH3:17])[CH2:13][S:12]1)([CH3:3])[CH3:2].C(N(CC)CC)C.ClCCl.[C:29](Cl)(=[O:32])[CH2:30][CH3:31], predict the reaction product. The product is: [CH:1]([C:4]1[CH:9]=[CH:8][CH:7]=[CH:6][C:5]=1[N:10]=[C:11]1[N:16]([C:29](=[O:32])[CH2:30][CH3:31])[CH2:15][C:14]([CH3:18])([CH3:17])[CH2:13][S:12]1)([CH3:3])[CH3:2].